Dataset: Forward reaction prediction with 1.9M reactions from USPTO patents (1976-2016). Task: Predict the product of the given reaction. (1) Given the reactants OP([O-])(O)=O.[K+].[O-]S([O-])(=O)=O.[Mg+2].OC(CCCC[C@H]1[C@@H]2[C@@H]([NH:24][C:25]([NH:27]2)=O)CS1)=O.O=C[C@@H:31]([C@H:33]([C@@H:35]([C@@H:37]([CH2:39][OH:40])O)O)O)O.[Na+].[Cl-].C1C([C@@H](O)[C@H](NC(C(Cl)Cl)=O)C[OH:52])=CC=C([N+]([O-])=O)C=1.S([O-])([O-])(=O)=O.[NH4+:68].[NH4+:69], predict the reaction product. The product is: [NH2:68][C@H:37]([C:39]([OH:40])=[O:52])[CH2:35][CH2:33][CH2:31][NH:69][C:25](=[NH:24])[NH2:27]. (2) Given the reactants [NH:1]1[CH2:6][CH2:5][CH:4]([NH:7][C:8]([NH:10][C:11]2[CH:16]=[CH:15][C:14]([C:17]([F:20])([F:19])[F:18])=[CH:13][CH:12]=2)=[O:9])[CH2:3][CH2:2]1.CCN(CC)CC.[CH3:28][S:29](Cl)(=[O:31])=[O:30].O, predict the reaction product. The product is: [CH3:28][S:29]([N:1]1[CH2:6][CH2:5][CH:4]([NH:7][C:8]([NH:10][C:11]2[CH:16]=[CH:15][C:14]([C:17]([F:18])([F:19])[F:20])=[CH:13][CH:12]=2)=[O:9])[CH2:3][CH2:2]1)(=[O:31])=[O:30]. (3) Given the reactants Cl[C:2]1[CH:7]=[CH:6][C:5]([Cl:8])=[CH:4][N:3]=1.[I-].[Na+].[C:11](Cl)(=[O:13])C.C1(P([C:28]2[CH:33]=CC=CC=2)C2C=CC=CC=2)C=CC=CC=1.C(N(CC)CC)C.[C]=[O:42], predict the reaction product. The product is: [Cl:8][C:5]1[CH:6]=[CH:7][C:2]([C:11]([O:13][CH2:33][CH3:28])=[O:42])=[N:3][CH:4]=1. (4) Given the reactants C[N:2](C(OC(C)(C)C)=O)[C@H:3]([C:22]([OH:24])=[O:23])[CH2:4][N:5]([CH2:13][C:14]1[CH:19]=[C:18]([CH3:20])[CH:17]=[C:16]([NH2:21])[N:15]=1)C(OC(C)(C)C)=O, predict the reaction product. The product is: [NH2:21][C:16]1[N:15]=[C:14]([CH2:13][NH:5][CH2:4][C@@H:3]([C:22]([OH:24])=[O:23])[NH2:2])[CH:19]=[C:18]([CH3:20])[CH:17]=1. (5) Given the reactants Cl[C:2]1[N:7]=[C:6]([NH:8][C:9]2[CH:17]=[C:16]3[C:12]([CH:13]=[CH:14][NH:15]3)=[CH:11][CH:10]=2)[C:5]([F:18])=[CH:4][N:3]=1.[CH3:19][NH:20][C:21]([C:23]1[CH:24]=[C:25]([CH:27]=[CH:28][CH:29]=1)[NH2:26])=[O:22], predict the reaction product. The product is: [F:18][C:5]1[C:6]([NH:8][C:9]2[CH:17]=[C:16]3[C:12]([CH:13]=[CH:14][NH:15]3)=[CH:11][CH:10]=2)=[N:7][C:2]([NH:26][C:25]2[CH:27]=[CH:28][CH:29]=[C:23]([C:21]([NH:20][CH3:19])=[O:22])[CH:24]=2)=[N:3][CH:4]=1. (6) Given the reactants CN(C(ON1N=[N:16][C:11]2[CH:12]=[CH:13][CH:14]=[N:15][C:10]1=2)=[N+](C)C)C.F[P-](F)(F)(F)(F)F.[Cl:25][C:26]1[CH:27]=[C:28]([C:52]([OH:54])=O)[CH:29]=[N:30][C:31]=1[NH:32][NH:33][C:34]([NH:36][CH:37]1[C:43]2[CH:44]=[CH:45][CH:46]=[CH:47][C:42]=2[CH2:41][CH2:40][C:39]2[CH:48]=[CH:49][CH:50]=[CH:51][C:38]1=2)=[S:35].CC(N(C)C)=[O:57], predict the reaction product. The product is: [Cl:25][C:26]1[CH:27]=[C:28]([C:52]([NH:16][C@@H:11]2[CH2:12][CH2:13][N:15]([CH3:14])[C:10]2=[O:57])=[O:54])[CH:29]=[N:30][C:31]=1[NH:32][NH:33][C:34]([NH:36][CH:37]1[C:43]2[CH:44]=[CH:45][CH:46]=[CH:47][C:42]=2[CH2:41][CH2:40][C:39]2[CH:48]=[CH:49][CH:50]=[CH:51][C:38]1=2)=[S:35]. (7) Given the reactants Cl[O-].[Na+].[OH:4][C:5]1[C:14]([CH3:15])=[CH:13][CH:12]=[CH:11][C:6]=1[C:7]([O:9]C)=[O:8].[Na+].[I-:17].[OH-].[Na+].[Na+].[Cl-], predict the reaction product. The product is: [OH:4][C:5]1[C:14]([CH3:15])=[CH:13][C:12]([I:17])=[CH:11][C:6]=1[C:7]([OH:9])=[O:8]. (8) The product is: [I:32][C:2]1[CH:7]=[C:6]([C:8]([F:11])([F:10])[F:9])[CH:5]=[CH:4][C:3]=1[C:12]1[N:17]=[CH:16][N:15]=[C:14]([O:18][C:19]2[C:24]3[N:25]=[C:26]([NH:28][C:29](=[O:31])[CH3:30])[S:27][C:23]=3[CH:22]=[CH:21][CH:20]=2)[CH:13]=1. Given the reactants N[C:2]1[CH:7]=[C:6]([C:8]([F:11])([F:10])[F:9])[CH:5]=[CH:4][C:3]=1[C:12]1[N:17]=[CH:16][N:15]=[C:14]([O:18][C:19]2[C:24]3[N:25]=[C:26]([NH:28][C:29](=[O:31])[CH3:30])[S:27][C:23]=3[CH:22]=[CH:21][CH:20]=2)[CH:13]=1.[I-:32].[Cs+].COCCOC.N(OCCC(C)C)=O, predict the reaction product.